Predict the reactants needed to synthesize the given product. From a dataset of Full USPTO retrosynthesis dataset with 1.9M reactions from patents (1976-2016). (1) The reactants are: [OH:1][C:2]1([C@@H:17]2[CH2:22][CH2:21][CH2:20][CH2:19][N:18]2[C@@H](C2C=CC=CC=2)CO)[CH2:5][N:4]([C:6]([C:8]2[CH:13]=[CH:12][C:11]([F:14])=[C:10]([F:15])[C:9]=2[F:16])=[O:7])[CH2:3]1.C(O)(=O)C.[ClH:36]. Given the product [ClH:36].[OH:1][C:2]1([C@@H:17]2[CH2:22][CH2:21][CH2:20][CH2:19][NH:18]2)[CH2:5][N:4]([C:6]([C:8]2[CH:13]=[CH:12][C:11]([F:14])=[C:10]([F:15])[C:9]=2[F:16])=[O:7])[CH2:3]1, predict the reactants needed to synthesize it. (2) Given the product [CH3:17][C:12]1[C:11]([C:9]2[CH:10]=[C:5]3[N:4]([C@H:18]([C:20]4[CH:25]=[CH:24][CH:23]=[CH:22][N:21]=4)[CH3:19])[CH:3]=[C:2]([C:34]4[CH:43]=[CH:42][C:37]([C:38]([O:40][CH3:41])=[O:39])=[CH:36][CH:35]=4)[C:6]3=[N:7][CH:8]=2)=[C:15]([CH3:16])[O:14][N:13]=1, predict the reactants needed to synthesize it. The reactants are: I[C:2]1[C:6]2=[N:7][CH:8]=[C:9]([C:11]3[C:12]([CH3:17])=[N:13][O:14][C:15]=3[CH3:16])[CH:10]=[C:5]2[N:4]([C@H:18]([C:20]2[CH:25]=[CH:24][CH:23]=[CH:22][N:21]=2)[CH3:19])[CH:3]=1.CC1(C)C(C)(C)OB([C:34]2[CH:43]=[CH:42][C:37]([C:38]([O:40][CH3:41])=[O:39])=[CH:36][CH:35]=2)O1.C(=O)([O-])[O-].[K+].[K+].O. (3) Given the product [Cl:1][C:2]1[N:3]=[CH:4][C:5]2[CH:10]=[C:9]([CH:11]=[O:12])[N:8]([CH:18]([CH2:21][CH3:22])[CH2:19][CH3:20])[C:6]=2[N:7]=1, predict the reactants needed to synthesize it. The reactants are: [Cl:1][C:2]1[N:3]=[CH:4][C:5]2[CH:10]=[C:9]([CH:11](OCC)[O:12]CC)[N:8]([CH:18]([CH2:21][CH3:22])[CH2:19][CH3:20])[C:6]=2[N:7]=1.Cl.[OH-].[Na+].C([O-])(O)=O.[Na+]. (4) The reactants are: [CH3:1][C:2]1[CH:6]=[CH:5][S:4][C:3]=1[CH2:7][N:8]1[CH2:17][CH2:16][C:11]2([CH2:15][NH:14][CH2:13][CH2:12]2)[CH2:10][CH2:9]1.[NH:18]1[CH:22]=[CH:21][N:20]=[C:19]1[CH2:23][CH:24]([CH2:35][C:36]1[NH:37][CH:38]=[CH:39][N:40]=1)[C:25]([C:27]1[CH:34]=[CH:33][C:30]([CH:31]=O)=[CH:29][CH:28]=1)=[O:26]. Given the product [NH:18]1[CH:22]=[CH:21][N:20]=[C:19]1[CH2:23][CH:24]([CH2:35][C:36]1[NH:37][CH:38]=[CH:39][N:40]=1)[C:25]([C:27]1[CH:28]=[CH:29][C:30]([CH2:31][N:14]2[CH2:13][CH2:12][C:11]3([CH2:10][CH2:9][N:8]([CH2:7][C:3]4[S:4][CH:5]=[CH:6][C:2]=4[CH3:1])[CH2:17][CH2:16]3)[CH2:15]2)=[CH:33][CH:34]=1)=[O:26], predict the reactants needed to synthesize it. (5) The reactants are: [C:1]1([C:7]([CH2:18][C:19]([CH3:21])=[CH2:20])([C:13](OCC)=O)[C:8]([O:10]CC)=[O:9])[CH:6]=[CH:5][CH:4]=[CH:3][CH:2]=1.[OH-].[Na+]. Given the product [CH3:13][C:7]([C:1]1[CH:2]=[CH:3][CH:4]=[CH:5][CH:6]=1)([CH2:18][C:19]([CH3:21])=[CH2:20])[C:8]([OH:10])=[O:9], predict the reactants needed to synthesize it. (6) Given the product [CH2:8]([O:14][C:15]1[C:23]([CH:24]([CH3:26])[CH3:25])=[CH:22][C:21]([CH:27]([CH3:29])[CH3:28])=[CH:20][C:16]=1[C:17]([C:7]1[CH:6]=[CH:11][CH:10]=[CH:9][CH:8]=1)=[O:19])[CH2:9][CH2:10][CH2:11][CH2:12][CH3:13], predict the reactants needed to synthesize it. The reactants are: C[Li].CCO[CH2:6][CH3:7].[CH2:8]([O:14][C:15]1[C:23]([CH:24]([CH3:26])[CH3:25])=[CH:22][C:21]([CH:27]([CH3:29])[CH3:28])=[CH:20][C:16]=1[C:17]([OH:19])=O)[CH2:9][CH2:10][CH2:11][CH2:12][CH3:13].C[Si](Cl)(C)C. (7) Given the product [CH3:18][O:19][C:13](=[O:14])[C:12]1[CH:11]=[CH:10][C:9]([NH:8][C:5]2[CH:6]=[CH:7][N:2]=[CH:3][N:4]=2)=[CH:17][CH:16]=1, predict the reactants needed to synthesize it. The reactants are: Cl.[N:2]1[CH:7]=[CH:6][C:5]([NH:8][C:9]2[CH:17]=[CH:16][C:12]([C:13](Cl)=[O:14])=[CH:11][CH:10]=2)=[N:4][CH:3]=1.[CH3:18][OH:19].